From a dataset of Reaction yield outcomes from USPTO patents with 853,638 reactions. Predict the reaction yield, written as a fraction of the theoretical maximum amount of product (1.0 means a 100% yield; for example, 0.34 means a 34% yield). The reactants are C(O)(C)C.Br[C:6]1[CH:13]=[CH:12][C:9]([CH:10]=[O:11])=[CH:8][CH:7]=1.[CH:14]([C:16]1[CH:21]=[CH:20][C:19](B(O)O)=[CH:18][CH:17]=1)=[O:15].C(=O)([O-])[O-].[K+].[K+]. The catalyst is [Br-].C([N+](CCCC)(CCCC)CCCC)CCC.C1(P([Pd](P(C2C=CC=CC=2)(C2C=CC=CC=2)C2C=CC=CC=2)(P(C2C=CC=CC=2)(C2C=CC=CC=2)C2C=CC=CC=2)P(C2C=CC=CC=2)(C2C=CC=CC=2)C2C=CC=CC=2)(C2C=CC=CC=2)C2C=CC=CC=2)C=CC=CC=1.O.C1(C)C=CC=CC=1. The product is [C:6]1([C:19]2[CH:20]=[CH:21][C:16]([CH:14]=[O:15])=[CH:17][CH:18]=2)[CH:13]=[CH:12][C:9]([CH:10]=[O:11])=[CH:8][CH:7]=1. The yield is 0.726.